Dataset: Reaction yield outcomes from USPTO patents with 853,638 reactions. Task: Predict the reaction yield, written as a fraction of the theoretical maximum amount of product (1.0 means a 100% yield; for example, 0.34 means a 34% yield). The reactants are ClC[C:3]1[CH:10]=[CH:9][C:6]([C:7]#[N:8])=[CH:5][CH:4]=1.BrCC1C=CC([C:17]([O:19][CH2:20][CH3:21])=[O:18])=CC=1.[CH2:24]([NH:31][C:32]([C:34]1[S:38][C:37]([N:39]2[CH2:43][CH2:42]N[C:40]2=[O:44])=[N:36][C:35]=1[CH3:45])=[O:33])[C:25]1[CH:30]=[CH:29][CH:28]=[CH:27][CH:26]=1. No catalyst specified. The product is [CH2:24]([NH:31][C:32]([C:34]1[S:38][C:37]([N:39]2[CH2:43][CH2:42][N:8]([CH2:7][C:6]3[CH:9]=[C:10]([CH:3]=[CH:4][CH:5]=3)[C:17]([O:19][CH2:20][CH3:21])=[O:18])[C:40]2=[O:44])=[N:36][C:35]=1[CH3:45])=[O:33])[C:25]1[CH:26]=[CH:27][CH:28]=[CH:29][CH:30]=1. The yield is 0.200.